Task: Predict the reaction yield, written as a fraction of the theoretical maximum amount of product (1.0 means a 100% yield; for example, 0.34 means a 34% yield).. Dataset: Reaction yield outcomes from USPTO patents with 853,638 reactions (1) The reactants are [Cl:1][C:2]1[CH:7]=[CH:6][C:5]([C:8]2[C:14]3[CH:15]=[C:16]([O:19][CH3:20])[CH:17]=[CH:18][C:13]=3[N:12]3[C:21]([CH3:24])=[N:22][N:23]=[C:11]3[C@H:10]([CH2:25][C:26](O)=[O:27])[N:9]=2)=[CH:4][CH:3]=1.CCN=C=NCCCN(C)C.[NH2:40][CH2:41][CH2:42][O:43][CH2:44][CH2:45][O:46][CH2:47][CH2:48][O:49][CH2:50][CH2:51][O:52][CH2:53][CH2:54][O:55][CH2:56][CH2:57][O:58][CH2:59][CH2:60][O:61][CH2:62][CH2:63][O:64][C:65]1[CH:66]=[CH:67][C:68]2[N:74]3[C:75]([CH3:78])=[N:76][N:77]=[C:73]3[C@H:72]([CH2:79][C:80]([NH:82][CH2:83][CH3:84])=[O:81])[N:71]=[C:70]([C:85]3[CH:90]=[CH:89][C:88]([Cl:91])=[CH:87][CH:86]=3)[C:69]=2[CH:92]=1. The catalyst is C(Cl)Cl.CN(C1C=CN=CC=1)C. The product is [Cl:91][C:88]1[CH:89]=[CH:90][C:85]([C:70]2[C:69]3[CH:92]=[C:65]([O:64][CH2:63][CH2:62][O:61][CH2:60][CH2:59][O:58][CH2:57][CH2:56][O:55][CH2:54][CH2:53][O:52][CH2:51][CH2:50][O:49][CH2:48][CH2:47][O:46][CH2:45][CH2:44][O:43][CH2:42][CH2:41][NH:40][C:26](=[O:27])[CH2:25][C@@H:10]4[N:9]=[C:8]([C:5]5[CH:6]=[CH:7][C:2]([Cl:1])=[CH:3][CH:4]=5)[C:14]5[CH:15]=[C:16]([O:19][CH3:20])[CH:17]=[CH:18][C:13]=5[N:12]5[C:21]([CH3:24])=[N:22][N:23]=[C:11]45)[CH:66]=[CH:67][C:68]=3[N:74]3[C:75]([CH3:78])=[N:76][N:77]=[C:73]3[C@H:72]([CH2:79][C:80]([NH:82][CH2:83][CH3:84])=[O:81])[N:71]=2)=[CH:86][CH:87]=1. The yield is 0.250. (2) The reactants are [NH:1]1[C:9]2[C:4](=[CH:5][C:6]([O:10][C:11]3[CH:16]=[CH:15][N:14]=[C:13]([NH2:17])[CH:12]=3)=[CH:7][CH:8]=2)[CH:3]=[CH:2]1.[H-].[Na+].[CH2:20]([NH:25][C:26](=O)[O:27]C1C=CC=CC=1)[CH2:21][CH2:22][CH2:23][CH3:24]. The catalyst is CN(C)C=O. The product is [CH2:20]([NH:25][C:26]([N:1]1[C:9]2[C:4](=[CH:5][C:6]([O:10][C:11]3[CH:16]=[CH:15][N:14]=[C:13]([NH2:17])[CH:12]=3)=[CH:7][CH:8]=2)[CH:3]=[CH:2]1)=[O:27])[CH2:21][CH2:22][CH2:23][CH3:24]. The yield is 0.210.